Dataset: Peptide-MHC class I binding affinity with 185,985 pairs from IEDB/IMGT. Task: Regression. Given a peptide amino acid sequence and an MHC pseudo amino acid sequence, predict their binding affinity value. This is MHC class I binding data. (1) The peptide sequence is VTLFSNLGY. The MHC is HLA-B27:03 with pseudo-sequence HLA-B27:03. The binding affinity (normalized) is 0.0847. (2) The peptide sequence is YPCTVNFTI. The MHC is HLA-B54:01 with pseudo-sequence HLA-B54:01. The binding affinity (normalized) is 0.585. (3) The peptide sequence is RYRRLIQIL. The MHC is HLA-C07:01 with pseudo-sequence HLA-C07:01. The binding affinity (normalized) is 0.431. (4) The peptide sequence is ETMYLTMKAI. The MHC is HLA-A02:01 with pseudo-sequence HLA-A02:01. The binding affinity (normalized) is 0.187.